Dataset: Full USPTO retrosynthesis dataset with 1.9M reactions from patents (1976-2016). Task: Predict the reactants needed to synthesize the given product. (1) Given the product [CH2:1]([C:3]1[CH:8]=[N:7][C:6]([C:9]2[CH:14]=[CH:13][C:12]([CH:15]([NH:22][C:23]3[CH:24]=[CH:25][C:26]([C:27]([N:33]4[CH2:38][CH2:37][CH2:36][C@@H:35]([C:39]([O:41][CH2:42][CH3:43])=[O:40])[CH2:34]4)=[O:28])=[CH:30][CH:31]=3)[CH2:16][CH2:17][C:18]([F:20])([F:21])[F:19])=[C:11]([CH3:32])[CH:10]=2)=[N:5][CH:4]=1)[CH3:2], predict the reactants needed to synthesize it. The reactants are: [CH2:1]([C:3]1[CH:4]=[N:5][C:6]([C:9]2[CH:14]=[CH:13][C:12]([CH:15]([NH:22][C:23]3[CH:31]=[CH:30][C:26]([C:27](O)=[O:28])=[CH:25][CH:24]=3)[CH2:16][CH2:17][C:18]([F:21])([F:20])[F:19])=[C:11]([CH3:32])[CH:10]=2)=[N:7][CH:8]=1)[CH3:2].[NH:33]1[CH2:38][CH2:37][CH2:36][C@@H:35]([C:39]([O:41][CH2:42][CH3:43])=[O:40])[CH2:34]1.ON1C2C=CC=CC=2N=N1.Cl.C(N=C=NCCCN(C)C)C.C(N(C(C)C)CC)(C)C. (2) Given the product [OH:23][CH:21]([CH3:22])[CH2:20][NH:19][C:3](=[O:5])[C:2]([NH:8][C:9]1[CH:14]=[CH:13][CH:12]=[C:11]([C:15]([F:16])([F:17])[F:18])[CH:10]=1)=[O:1], predict the reactants needed to synthesize it. The reactants are: [O:1]=[C:2]([NH:8][C:9]1[CH:14]=[CH:13][CH:12]=[C:11]([C:15]([F:18])([F:17])[F:16])[CH:10]=1)[C:3]([O:5]CC)=O.[NH2:19][CH2:20][CH:21]([OH:23])[CH3:22]. (3) Given the product [F:29][C:3]1[CH:2]=[C:1]([CH:7]2[CH2:16][CH2:15][C:14]3[C:9](=[CH:10][CH:11]=[C:12]([O:17][C:18]4[N:23]=[CH:22][C:21]([NH:24][S:25]([CH3:28])(=[O:27])=[O:26])=[CH:20][CH:19]=4)[CH:13]=3)[O:8]2)[CH:6]=[CH:5][CH:4]=1, predict the reactants needed to synthesize it. The reactants are: [C:1]1([CH:7]2[CH2:16][CH2:15][C:14]3[C:9](=[CH:10][CH:11]=[C:12]([O:17][C:18]4[N:23]=[CH:22][C:21]([NH:24][S:25]([CH3:28])(=[O:27])=[O:26])=[CH:20][CH:19]=4)[CH:13]=3)[O:8]2)[CH:6]=[CH:5][CH:4]=[CH:3][CH:2]=1.[F:29]C1C=C(C2CCC3C(=CC=C(OC4N=CC(N)=CC=4)C=3)O2)C=CC=1. (4) Given the product [Cl:1][C:2]1[CH:30]=[CH:29][C:5]([CH2:6][C:7]2[N:8]=[C:9]([CH2:25][CH:26]([CH3:28])[CH3:27])[C:10]3[N:15]=[C:14]([C:16]4[CH:21]=[C:20]([CH3:22])[C:19]([O:23][CH2:32][C:33]([O:35][C:36]([CH3:39])([CH3:38])[CH3:37])=[O:34])=[C:18]([CH3:24])[CH:17]=4)[O:13][C:11]=3[N:12]=2)=[CH:4][CH:3]=1, predict the reactants needed to synthesize it. The reactants are: [Cl:1][C:2]1[CH:30]=[CH:29][C:5]([CH2:6][C:7]2[N:8]=[C:9]([CH2:25][CH:26]([CH3:28])[CH3:27])[C:10]3[N:15]=[C:14]([C:16]4[CH:21]=[C:20]([CH3:22])[C:19]([OH:23])=[C:18]([CH3:24])[CH:17]=4)[O:13][C:11]=3[N:12]=2)=[CH:4][CH:3]=1.Br[CH2:32][C:33]([O:35][C:36]([CH3:39])([CH3:38])[CH3:37])=[O:34].